From a dataset of Forward reaction prediction with 1.9M reactions from USPTO patents (1976-2016). Predict the product of the given reaction. (1) Given the reactants [CH3:1][O:2][C:3]([CH3:18])([CH3:17])[C@@H:4]([C:12]([N:14]([CH3:16])[CH3:15])=[O:13])[NH:5][C:6]1[CH2:10][S:9][C:8](=[O:11])[N:7]=1.[F:19][C:20]([F:41])([F:40])[C:21]1[CH:35]=[C:34]([C:36]([F:39])([F:38])[F:37])[CH:33]=[CH:32][C:22]=1[CH2:23][N:24]1[CH2:29][CH2:28][CH:27]([CH:30]=O)[CH2:26][CH2:25]1.C([O-])(=O)C.[NH2+]1CCCCC1, predict the reaction product. The product is: [F:41][C:20]([F:19])([F:40])[C:21]1[CH:35]=[C:34]([C:36]([F:39])([F:38])[F:37])[CH:33]=[CH:32][C:22]=1[CH2:23][N:24]1[CH2:29][CH2:28][CH:27](/[CH:30]=[C:10]2/[C:6]([NH:5][C@H:4]([C:12]([N:14]([CH3:15])[CH3:16])=[O:13])[C:3]([O:2][CH3:1])([CH3:18])[CH3:17])=[N:7][C:8](=[O:11])[S:9]/2)[CH2:26][CH2:25]1. (2) The product is: [CH3:12][N:13]1[C:21](=[O:22])[C:20]2[C:15](=[CH:16][CH:17]=[CH:18][CH:19]=2)[CH:14]1[CH2:23][C:24]([NH:4][C:3]([NH2:5])=[NH:2])=[O:25]. Given the reactants [Cl-].[NH2:2][C:3]([NH2:5])=[NH2+:4].CC(C)([O-])C.[K+].[CH3:12][N:13]1[C:21](=[O:22])[C:20]2[C:15](=[CH:16][CH:17]=[CH:18][CH:19]=2)[CH:14]1[CH2:23][C:24](OCC)=[O:25].Cl, predict the reaction product. (3) Given the reactants C([O:4][C:5]1[CH:10]=[CH:9][C:8]([CH:11](Br)[CH3:12])=[CH:7][CH:6]=1)(=O)C.[CH3:14][C:15]1[NH:16][C:17]2[C:22]([C:23]=1[CH3:24])=[CH:21][C:20]([C:25]([O:27][CH2:28][CH:29]=[CH2:30])=[O:26])=[CH:19][CH:18]=2, predict the reaction product. The product is: [OH:4][C:5]1[CH:6]=[CH:7][C:8]([CH:11]([N:16]2[C:17]3[C:22](=[CH:21][C:20]([C:25]([O:27][CH2:28][CH:29]=[CH2:30])=[O:26])=[CH:19][CH:18]=3)[C:23]([CH3:24])=[C:15]2[CH3:14])[CH3:12])=[CH:9][CH:10]=1. (4) Given the reactants [Cl:1][C:2]1[CH:3]=[C:4]([N:9]([CH2:25][C:26]2[CH:31]=[CH:30][C:29]([O:32][CH3:33])=[C:28]([O:34][CH3:35])[CH:27]=2)[C:10]2[C:19]3[C:14](=[CH:15][C:16]([O:23][CH3:24])=[C:17]([S:20]C#N)[CH:18]=3)[N:13]=[CH:12][N:11]=2)[CH:5]=[CH:6][C:7]=1[F:8].I[CH:37]1[CH2:42][CH2:41][N:40]([C:43]([O:45][C:46]([CH3:49])([CH3:48])[CH3:47])=[O:44])[CH2:39][CH2:38]1, predict the reaction product. The product is: [Cl:1][C:2]1[CH:3]=[C:4]([N:9]([CH2:25][C:26]2[CH:31]=[CH:30][C:29]([O:32][CH3:33])=[C:28]([O:34][CH3:35])[CH:27]=2)[C:10]2[C:19]3[C:14](=[CH:15][C:16]([O:23][CH3:24])=[C:17]([S:20][CH:37]4[CH2:42][CH2:41][N:40]([C:43]([O:45][C:46]([CH3:49])([CH3:48])[CH3:47])=[O:44])[CH2:39][CH2:38]4)[CH:18]=3)[N:13]=[CH:12][N:11]=2)[CH:5]=[CH:6][C:7]=1[F:8]. (5) Given the reactants [Cl-:1].C1(C([O-])=C([N+]([O-])=O)C=C([N+]([O-])=O)C=1)[N+]([O-])=O.[NH:18]1[C:26]2[C:21](=[CH:22][C:23]([N+:27]([CH3:30])([CH3:29])[CH3:28])=[CH:24][CH:25]=2)[CH:20]=[CH:19]1.CO, predict the reaction product. The product is: [Cl-:1].[NH:18]1[C:26]2[C:21](=[CH:22][C:23]([N+:27]([CH3:30])([CH3:29])[CH3:28])=[CH:24][CH:25]=2)[CH:20]=[CH:19]1. (6) Given the reactants Br[C:2]1[C:10]2[C:6](=[N:7][N:8]([C:11]3[CH:16]=[CH:15][N:14]=[CH:13][CH:12]=3)[N:9]=2)[C:5]([Br:17])=[CH:4][CH:3]=1.[C:18]1(B(O)O)[CH:23]=[CH:22][C:21](B(O)O)=[CH:20][CH:19]=1.C(=O)([O-])[O-].[Na+].[Na+].[OH-].[Na+], predict the reaction product. The product is: [Br:17][C:5]1[C:6]2=[N:7][N:8]([C:11]3[CH:16]=[CH:15][N:14]=[CH:13][CH:12]=3)[N:9]=[C:10]2[C:2]([C:18]2[CH:23]=[CH:22][C:21]([C:2]3[C:10]4[C:6](=[N:7][N:8]([C:11]5[CH:16]=[CH:15][N:14]=[CH:13][CH:12]=5)[N:9]=4)[C:5]([Br:17])=[CH:4][CH:3]=3)=[CH:20][CH:19]=2)=[CH:3][CH:4]=1.